Predict the product of the given reaction. From a dataset of Forward reaction prediction with 1.9M reactions from USPTO patents (1976-2016). (1) Given the reactants [CH2:1]([C:3]1([CH2:15][CH3:16])[C:12]2[C:7](=[CH:8][CH:9]=[C:10]([O:13][CH3:14])[CH:11]=2)[CH2:6][NH:5][CH2:4]1)[CH3:2].[CH:17]([O:20][C:21]1[CH:29]=[CH:28][C:27]([S:30]([CH3:33])(=[O:32])=[O:31])=[CH:26][C:22]=1[C:23](O)=[O:24])([CH3:19])[CH3:18], predict the reaction product. The product is: [CH2:15]([C:3]1([CH2:1][CH3:2])[C:12]2[C:7](=[CH:8][CH:9]=[C:10]([O:13][CH3:14])[CH:11]=2)[CH2:6][N:5]([C:23]([C:22]2[CH:26]=[C:27]([S:30]([CH3:33])(=[O:32])=[O:31])[CH:28]=[CH:29][C:21]=2[O:20][CH:17]([CH3:19])[CH3:18])=[O:24])[CH2:4]1)[CH3:16]. (2) Given the reactants Cl.C([O:9][C:10]1[CH:19]=[C:18]2[C:13]([C:14]([NH:20][C:21]3[CH:26]=[CH:25][C:24]([CH3:27])=[CH:23][C:22]=3[F:28])=[N:15][CH:16]=[N:17]2)=[CH:12][C:11]=1[O:29][CH3:30])C1C=CC=CC=1, predict the reaction product. The product is: [F:28][C:22]1[CH:23]=[C:24]([CH3:27])[CH:25]=[CH:26][C:21]=1[NH:20][C:14]1[C:13]2[C:18](=[CH:19][C:10]([OH:9])=[C:11]([O:29][CH3:30])[CH:12]=2)[N:17]=[CH:16][N:15]=1. (3) The product is: [CH:32]([N:33]=[C:34]=[N:23][CH:24]([CH3:20])[CH3:16])([CH3:50])[CH3:29].[Cl:25][C:26]1[CH:31]=[CH:30][C:29]([CH:32]([C:50]2[CH:55]=[CH:54][C:53]([Cl:56])=[CH:52][CH:51]=2)[N:33]2[CH2:34][CH:35]([NH2:37])[CH2:36]2)=[CH:28][CH:27]=1. Given the reactants C1(S(CCC(O)=O)(=O)=O)C=CC=CC=1.O[C:16]1[C:24]2[N:23]=NN[C:20]=2C=CC=1.[Cl:25][C:26]1[CH:31]=[CH:30][C:29]([CH:32]([C:50]2[CH:55]=[CH:54][C:53]([Cl:56])=[CH:52][CH:51]=2)[N:33]2[CH2:36][CH:35]([NH:37]C(=O)C3C=CC(S(C)(=O)=O)=CC=3)[CH2:34]2)=[CH:28][CH:27]=1, predict the reaction product. (4) Given the reactants [NH2:1][C:2]1[C:7]([NH2:8])=[C:6]([NH:9][C@@H:10]2[C@@H:15]3[CH2:16][C@@H:12]([CH:13]=[CH:14]3)[C@@H:11]2[C:17]([NH2:19])=[O:18])[C:5]([Br:20])=[CH:4][N:3]=1.[N:21]1([CH2:27][C:28]2[CH:29]=[C:30]([CH:33]=[CH:34][CH:35]=2)[CH:31]=O)[CH2:26][CH2:25][O:24][CH2:23][CH2:22]1, predict the reaction product. The product is: [Br:20][C:5]1[C:6]([NH:9][C@@H:10]2[C@@H:15]3[CH2:16][C@@H:12]([CH:13]=[CH:14]3)[C@@H:11]2[C:17]([NH2:19])=[O:18])=[C:7]2[N:8]=[C:31]([C:30]3[CH:33]=[CH:34][CH:35]=[C:28]([CH2:27][N:21]4[CH2:26][CH2:25][O:24][CH2:23][CH2:22]4)[CH:29]=3)[NH:1][C:2]2=[N:3][CH:4]=1. (5) Given the reactants [NH2:1][C:2]1[CH:3]=[CH:4][C:5]2[C:10](=[O:11])[O:9][C:8]([CH3:13])([CH3:12])[O:7][C:6]=2[CH:14]=1.CCN(C(C)C)C(C)C.[CH:24]1([CH2:29][CH2:30][C:31](Cl)=[O:32])[CH2:28][CH2:27][CH2:26][CH2:25]1, predict the reaction product. The product is: [CH:24]1([CH2:29][CH2:30][C:31]([NH:1][C:2]2[CH:3]=[CH:4][C:5]3[C:10](=[O:11])[O:9][C:8]([CH3:12])([CH3:13])[O:7][C:6]=3[CH:14]=2)=[O:32])[CH2:28][CH2:27][CH2:26][CH2:25]1. (6) Given the reactants [Cl:1][C:2]1[CH:10]=[C:6]([C:7]([OH:9])=O)[C:5]([OH:11])=[CH:4][CH:3]=1.[NH2:12][C:13]1[S:14][CH:15]=[C:16]([C:18]2[CH:23]=[CH:22][C:21]([O:24][CH3:25])=[CH:20][CH:19]=2)[N:17]=1, predict the reaction product. The product is: [Cl:1][C:2]1[CH:3]=[CH:4][C:5]([OH:11])=[C:6]([CH:10]=1)[C:7]([NH:12][C:13]1[S:14][CH:15]=[C:16]([C:18]2[CH:19]=[CH:20][C:21]([O:24][CH3:25])=[CH:22][CH:23]=2)[N:17]=1)=[O:9]. (7) Given the reactants Br[C:2]1[CH:3]=[C:4]([CH2:9][C:10]([OH:12])=[O:11])[CH:5]=[CH:6][C:7]=1[F:8].[Cu][C:14]#[N:15], predict the reaction product. The product is: [C:14]([C:2]1[CH:3]=[C:4]([CH2:9][C:10]([OH:12])=[O:11])[CH:5]=[CH:6][C:7]=1[F:8])#[N:15]. (8) Given the reactants [NH2:1][C:2]1[C:3]([N+:21]([O-])=O)=[C:4]([C:8]2[CH:9]=[C:10]([NH:15][CH2:16][CH2:17][N:18]([CH3:20])[CH3:19])[CH:11]=[C:12]([F:14])[CH:13]=2)[CH:5]=[N:6][CH:7]=1, predict the reaction product. The product is: [CH3:19][N:18]([CH3:20])[CH2:17][CH2:16][NH:15][C:10]1[CH:9]=[C:8]([C:4]2[C:3]([NH2:21])=[C:2]([NH2:1])[CH:7]=[N:6][CH:5]=2)[CH:13]=[C:12]([F:14])[CH:11]=1.